This data is from Catalyst prediction with 721,799 reactions and 888 catalyst types from USPTO. The task is: Predict which catalyst facilitates the given reaction. (1) Reactant: [I-].[CH3:2][N:3]1[CH:7]=[CH:6][CH:5]=[C:4]1[CH2:8][P+](C1C=CC=CC=1)(C1C=CC=CC=1)C1C=CC=CC=1.CC(C)([O-])C.[K+].[C:34]([O:38][C:39]([NH:41][C@:42]([CH3:54])([CH2:45][O:46][C:47](=[O:53])[CH2:48][CH2:49][CH2:50][CH2:51][CH3:52])[CH2:43]O)=[O:40])([CH3:37])([CH3:36])[CH3:35].[Cl-].[NH4+]. Product: [C:34]([O:38][C:39]([NH:41][C@:42]([CH3:43])([CH:54]=[CH:8][C:4]1[N:3]([CH3:2])[CH:7]=[CH:6][CH:5]=1)[CH2:45][O:46][C:47](=[O:53])[CH2:48][CH2:49][CH2:50][CH2:51][CH3:52])=[O:40])([CH3:37])([CH3:36])[CH3:35]. The catalyst class is: 7. (2) Reactant: [Cl:1][C:2]1[C:10]([O:11][CH2:12][CH3:13])=[C:9]([Cl:14])[CH:8]=[C:7]([F:15])[C:3]=1[C:4](O)=[O:5].C(Cl)(C([Cl:20])=O)=O. Product: [Cl:1][C:2]1[C:10]([O:11][CH2:12][CH3:13])=[C:9]([Cl:14])[CH:8]=[C:7]([F:15])[C:3]=1[C:4]([Cl:20])=[O:5]. The catalyst class is: 59. (3) Reactant: [CH2:1]([C:3]([C:14]1[CH:19]=[CH:18][C:17]([C:20]#[C:21][CH:22]([O:33][C:34](=[O:36])[CH3:35])[C:23]([CH3:32])([C:28](F)(F)F)[C:24](F)(F)F)=[C:16]([CH3:37])[CH:15]=1)([C:6]1[CH:11]=[CH:10][C:9]([OH:12])=[C:8]([CH3:13])[CH:7]=1)[CH2:4][CH3:5])[CH3:2]. Product: [CH2:1]([C:3]([C:14]1[CH:19]=[CH:18][C:17]([CH2:20][CH2:21][CH:22]([O:33][C:34](=[O:36])[CH3:35])[C:23]([CH3:24])([CH3:32])[CH3:28])=[C:16]([CH3:37])[CH:15]=1)([C:6]1[CH:11]=[CH:10][C:9]([OH:12])=[C:8]([CH3:13])[CH:7]=1)[CH2:4][CH3:5])[CH3:2]. The catalyst class is: 19. (4) Reactant: [CH3:1][C:2]1[S:3][C:4]2[C:13]3[N:12]=[C:11]([NH2:14])[N:10]=[CH:9][C:8]=3[CH2:7][CH2:6][C:5]=2[N:15]=1.Cl[C:17]([O:19][CH2:20][CH2:21][CH:22]=[CH2:23])=[O:18].[Cl-].[NH4+]. The catalyst class is: 17. Product: [CH2:20]([O:19][C:17](=[O:18])[NH:14][C:11]1[N:10]=[CH:9][C:8]2[CH2:7][CH2:6][C:5]3[N:15]=[C:2]([CH3:1])[S:3][C:4]=3[C:13]=2[N:12]=1)[CH2:21][CH:22]=[CH2:23]. (5) Reactant: CC(C)([O-])C.[K+].[CH3:7][CH2:8][O:9][C:10]([CH:12](P(OCC)(OCC)=O)[CH3:13])=[O:11].[F:22][C:23]([F:43])([F:42])[C:24]1[CH:41]=[CH:40][C:27]([C:28]([C:30]2[CH:35]=[CH:34][C:33]([C:36]([F:39])([F:38])[F:37])=[CH:32][CH:31]=2)=O)=[CH:26][CH:25]=1.[Cl-].[NH4+]. Product: [F:22][C:23]([F:42])([F:43])[C:24]1[CH:25]=[CH:26][C:27]([C:28]([C:30]2[CH:35]=[CH:34][C:33]([C:36]([F:39])([F:37])[F:38])=[CH:32][CH:31]=2)=[C:12]([CH3:13])[C:10]([O:9][CH2:8][CH3:7])=[O:11])=[CH:40][CH:41]=1. The catalyst class is: 1. (6) Reactant: [C:1]([O:5][C:6]([N:8]1[CH2:12][CH2:11][C@@H:10]([NH:13][C:14]2[N:19]=[CH:18][C:17](/[CH:20]=[CH:21]/[C:22]([OH:24])=O)=[CH:16][CH:15]=2)[CH2:9]1)=[O:7])([CH3:4])([CH3:3])[CH3:2].C1C=CC2[N:33]([OH:34])N=NC=2C=1.CCN=C=N[CH2:40][CH2:41][CH2:42]N(C)C.[C:46](OCC)([CH3:48])=[O:47].O. Product: [O:24]=[C:22]([NH:33][O:34][CH:40]1[CH2:41][CH2:42][CH2:48][CH2:46][O:47]1)/[CH:21]=[CH:20]/[C:17]1[CH:16]=[CH:15][C:14]([NH:13][C@@H:10]2[CH2:11][CH2:12][N:8]([C:6]([O:5][C:1]([CH3:2])([CH3:3])[CH3:4])=[O:7])[CH2:9]2)=[N:19][CH:18]=1. The catalyst class is: 3.